From a dataset of NCI-60 drug combinations with 297,098 pairs across 59 cell lines. Regression. Given two drug SMILES strings and cell line genomic features, predict the synergy score measuring deviation from expected non-interaction effect. Drug 1: CCCS(=O)(=O)NC1=C(C(=C(C=C1)F)C(=O)C2=CNC3=C2C=C(C=N3)C4=CC=C(C=C4)Cl)F. Drug 2: C1CCN(CC1)CCOC2=CC=C(C=C2)C(=O)C3=C(SC4=C3C=CC(=C4)O)C5=CC=C(C=C5)O. Cell line: BT-549. Synergy scores: CSS=9.45, Synergy_ZIP=1.26, Synergy_Bliss=12.6, Synergy_Loewe=9.63, Synergy_HSA=9.85.